From a dataset of NCI-60 drug combinations with 297,098 pairs across 59 cell lines. Regression. Given two drug SMILES strings and cell line genomic features, predict the synergy score measuring deviation from expected non-interaction effect. (1) Drug 1: CCC1(CC2CC(C3=C(CCN(C2)C1)C4=CC=CC=C4N3)(C5=C(C=C6C(=C5)C78CCN9C7C(C=CC9)(C(C(C8N6C=O)(C(=O)OC)O)OC(=O)C)CC)OC)C(=O)OC)O.OS(=O)(=O)O. Drug 2: C1=NC(=NC(=O)N1C2C(C(C(O2)CO)O)O)N. Cell line: A549. Synergy scores: CSS=9.10, Synergy_ZIP=-1.55, Synergy_Bliss=1.41, Synergy_Loewe=0.816, Synergy_HSA=0.445. (2) Drug 1: CCCS(=O)(=O)NC1=C(C(=C(C=C1)F)C(=O)C2=CNC3=C2C=C(C=N3)C4=CC=C(C=C4)Cl)F. Drug 2: C1=CC=C(C=C1)NC(=O)CCCCCCC(=O)NO. Cell line: SF-295. Synergy scores: CSS=1.75, Synergy_ZIP=-2.88, Synergy_Bliss=-2.60, Synergy_Loewe=-7.81, Synergy_HSA=-3.55. (3) Drug 1: CC(CN1CC(=O)NC(=O)C1)N2CC(=O)NC(=O)C2. Drug 2: CC1CCC2CC(C(=CC=CC=CC(CC(C(=O)C(C(C(=CC(C(=O)CC(OC(=O)C3CCCCN3C(=O)C(=O)C1(O2)O)C(C)CC4CCC(C(C4)OC)OCCO)C)C)O)OC)C)C)C)OC. Cell line: BT-549. Synergy scores: CSS=29.5, Synergy_ZIP=-4.05, Synergy_Bliss=-3.07, Synergy_Loewe=-6.29, Synergy_HSA=0.414. (4) Cell line: M14. Synergy scores: CSS=36.4, Synergy_ZIP=-3.40, Synergy_Bliss=-5.20, Synergy_Loewe=-1.70, Synergy_HSA=-1.31. Drug 1: C1=C(C(=O)NC(=O)N1)F. Drug 2: CCN(CC)CCCC(C)NC1=C2C=C(C=CC2=NC3=C1C=CC(=C3)Cl)OC.